This data is from Reaction yield outcomes from USPTO patents with 853,638 reactions. The task is: Predict the reaction yield, written as a fraction of the theoretical maximum amount of product (1.0 means a 100% yield; for example, 0.34 means a 34% yield). (1) The product is [Br:16][C:17]1[CH:22]=[C:21]([N:6]2[C:7]3[CH2:8][CH2:9][CH2:10][C:2](=[O:1])[C:3]=3[C:4]([C:11]([O:13][CH2:14][CH3:15])=[O:12])=[N:5]2)[CH:20]=[CH:19][CH:18]=1. The yield is 0.190. No catalyst specified. The reactants are [O:1]=[C:2]1[CH2:10][CH2:9][CH2:8][C:7]2[NH:6][N:5]=[C:4]([C:11]([O:13][CH2:14][CH3:15])=[O:12])[C:3]1=2.[Br:16][C:17]1[CH:18]=[C:19](B(O)O)[CH:20]=[CH:21][CH:22]=1. (2) The reactants are [C:1]([O:7][CH2:8][CH2:9][CH2:10][CH2:11][Br:12])(=[O:6])[C:2]([CH3:5])([CH3:4])[CH3:3].[NH2:13][C:14]([NH2:16])=[S:15]. The catalyst is C(O)C. The product is [BrH:12].[C:1]([O:7][CH2:8][CH2:9][CH2:10][CH2:11][S:15][C:14](=[NH:13])[NH2:16])(=[O:6])[C:2]([CH3:5])([CH3:4])[CH3:3]. The yield is 0.950. (3) The reactants are CCCP(=O)=O.[CH:7]1([C:10]2[C:11]([NH2:25])=[CH:12][C:13]3[N:14]([CH:16]=[C:17]([C:19]4[CH:24]=[CH:23][CH:22]=[CH:21][CH:20]=4)[N:18]=3)[CH:15]=2)[CH2:9][CH2:8]1.[N:26]1([C:30]([C:32]2[CH:36]=[N:35][N:34]([CH3:37])[C:33]=2[C:38](O)=[O:39])=[O:31])[CH2:29][CH2:28][CH2:27]1.C(N(CC)C(C)C)(C)C. The catalyst is C(OCC)(=O)C. The product is [CH:7]1([C:10]2[C:11]([NH:25][C:38]([C:33]3[N:34]([CH3:37])[N:35]=[CH:36][C:32]=3[C:30]([N:26]3[CH2:29][CH2:28][CH2:27]3)=[O:31])=[O:39])=[CH:12][C:13]3[N:14]([CH:16]=[C:17]([C:19]4[CH:20]=[CH:21][CH:22]=[CH:23][CH:24]=4)[N:18]=3)[CH:15]=2)[CH2:9][CH2:8]1. The yield is 0.180. (4) The yield is 0.548. The reactants are [Br:1][C:2]1[CH:7]=[CH:6][C:5]([NH:8][C:9]([NH:11][NH:12][C:13](=O)[CH2:14][C@@H:15]2[CH2:19][CH2:18][N:17]([C:20]([CH:22]3[CH2:24][CH2:23]3)=[O:21])[CH2:16]2)=[O:10])=[C:4]([CH3:26])[CH:3]=1.C([O-])([O-])=O.[K+].[K+]. The catalyst is O. The product is [Br:1][C:2]1[CH:7]=[CH:6][C:5]([N:8]2[C:13]([CH2:14][C@@H:15]3[CH2:19][CH2:18][N:17]([C:20]([CH:22]4[CH2:24][CH2:23]4)=[O:21])[CH2:16]3)=[N:12][NH:11][C:9]2=[O:10])=[C:4]([CH3:26])[CH:3]=1. (5) No catalyst specified. The reactants are Cl.[NH:2]1[CH2:7][CH2:6][CH2:5][CH:4]([CH2:8][C:9]([N:11]2[CH:16]3[CH2:17][CH2:18][CH:12]2[CH2:13][CH:14]([OH:19])[CH2:15]3)=[O:10])[CH2:3]1.[F:20][C:21]1[CH:22]=[C:23]([CH:26]=[CH:27][C:28]=1F)[C:24]#[N:25].C(=O)([O-])[O-].[K+].[K+].CN(C)C=O. The product is [F:20][C:21]1[CH:22]=[C:23]([CH:26]=[CH:27][C:28]=1[N:2]1[CH2:7][CH2:6][CH2:5][CH:4]([CH2:8][C:9]([N:11]2[CH:16]3[CH2:17][CH2:18][CH:12]2[CH2:13][CH:14]([OH:19])[CH2:15]3)=[O:10])[CH2:3]1)[C:24]#[N:25]. The yield is 0.816. (6) The reactants are Br[C:2]1[CH:3]=[C:4]2[C:24]([C:25]([CH3:28])([CH3:27])[CH:26]=1)=[C:7]1[CH:8]=[C:9]3[C:22](=[CH:23][C:6]1=[CH:5]2)[C:21]1[C:16](=[CH:17][CH:18]=[CH:19][CH:20]=1)[C:15]1[C:10]3=[CH:11][CH:12]=[CH:13][CH:14]=1.[B:38]1([B:38]2[O:42][C:41]([CH3:44])([CH3:43])[C:40]([CH3:46])([CH3:45])[O:39]2)[O:42][C:41]([CH3:44])([CH3:43])[C:40]([CH3:46])([CH3:45])[O:39]1.C([O-])(=O)C.[K+]. The catalyst is C1C=CC([P]([Pd]([P](C2C=CC=CC=2)(C2C=CC=CC=2)C2C=CC=CC=2)([P](C2C=CC=CC=2)(C2C=CC=CC=2)C2C=CC=CC=2)[P](C2C=CC=CC=2)(C2C=CC=CC=2)C2C=CC=CC=2)(C2C=CC=CC=2)C2C=CC=CC=2)=CC=1.O1CCOCC1. The product is [CH3:27][C:25]1([CH3:28])[C:24]2[C:4]([CH:5]=[C:6]3[C:7]=2[CH:8]=[C:9]2[C:22]([C:21]4[CH:20]=[CH:19][CH:18]=[CH:17][C:16]=4[C:15]4[CH:14]=[CH:13][CH:12]=[CH:11][C:10]=42)=[CH:23]3)=[CH:3][C:2]([B:38]2[O:39][C:40]([CH3:45])([CH3:46])[C:41]([CH3:43])([CH3:44])[O:42]2)=[CH:26]1. The yield is 0.800. (7) The reactants are Br[C:2]1[C:3]([F:20])=[CH:4][C:5]2[CH:11]3[CH2:12][CH:9]([CH2:10]3)[N:8]3[CH:13]=[C:14]([C:16]([NH2:18])=[O:17])[N:15]=[C:7]3[C:6]=2[CH:19]=1.[N:21]1[CH:26]=[CH:25][CH:24]=[CH:23][C:22]=1[C:27]([OH:31])([C:29]#[CH:30])[CH3:28]. No catalyst specified. The product is [F:20][C:3]1[C:2]([C:30]#[C:29][C:27]([OH:31])([C:22]2[CH:23]=[CH:24][CH:25]=[CH:26][N:21]=2)[CH3:28])=[CH:19][C:6]2[C:7]3[N:8]([CH:13]=[C:14]([C:16]([NH2:18])=[O:17])[N:15]=3)[CH:9]3[CH2:12][CH:11]([C:5]=2[CH:4]=1)[CH2:10]3. The yield is 0.0630. (8) The reactants are [F:1][C:2]1[CH:21]=[CH:20][C:5]([CH2:6][O:7][C:8]2[CH:9]=[C:10]([C:17]([OH:19])=O)[C:11](=[CH:15][CH:16]=2)[C:12]([OH:14])=O)=[CH:4][CH:3]=1.C(N1C=CN=C1)(N1C=CN=C1)=O.Cl.[NH2:35][CH2:36][C:37]([NH2:39])=[O:38].N1C=CC=CC=1. The catalyst is CN1CCCC1=O.O. The product is [F:1][C:2]1[CH:3]=[CH:4][C:5]([CH2:6][O:7][C:8]2[CH:9]=[C:10]3[C:11](=[CH:15][CH:16]=2)[C:12](=[O:14])[N:35]([CH2:36][C:37]([NH2:39])=[O:38])[C:17]3=[O:19])=[CH:20][CH:21]=1. The yield is 0.690.